From a dataset of Forward reaction prediction with 1.9M reactions from USPTO patents (1976-2016). Predict the product of the given reaction. (1) Given the reactants [F:1][C:2]1[CH:11]=[C:10]([C:12]2[C:13]([CH3:42])([CH3:41])[C@H:14]3[C@:27]([CH3:30])([CH2:28][CH:29]=2)[C@@H:26]2[C@:17]([CH3:40])([C@@:18]4([CH3:39])[C@H:23]([CH2:24][CH2:25]2)[C@H:22]2[C@H:31]([C:34]([CH3:36])=[CH2:35])[CH2:32][CH2:33][C@:21]2([CH:37]=O)[CH2:20][CH2:19]4)[CH2:16][CH2:15]3)[CH:9]=[CH:8][C:3]=1[C:4]([O:6]C)=[O:5].C(O)(=O)C(O)=O.[NH2:49][CH2:50][CH2:51][N:52]1[CH2:56][CH2:55][CH2:54][C:53]1=[O:57], predict the reaction product. The product is: [F:1][C:2]1[CH:11]=[C:10]([C:12]2[C:13]([CH3:42])([CH3:41])[C@H:14]3[C@:27]([CH3:30])([CH2:28][CH:29]=2)[C@@H:26]2[C@:17]([CH3:40])([C@@:18]4([CH3:39])[C@H:23]([CH2:24][CH2:25]2)[C@H:22]2[C@H:31]([C:34]([CH3:36])=[CH2:35])[CH2:32][CH2:33][C@:21]2([CH2:37][NH:49][CH2:50][CH2:51][N:52]2[CH2:56][CH2:55][CH2:54][C:53]2=[O:57])[CH2:20][CH2:19]4)[CH2:16][CH2:15]3)[CH:9]=[CH:8][C:3]=1[C:4]([OH:6])=[O:5]. (2) Given the reactants [CH2:1]([O:3][C:4]([C:6]1([C:9]#[N:10])[CH2:8][CH2:7]1)=[O:5])C.COC(=O)C(C)(C)CN, predict the reaction product. The product is: [CH3:1][O:3][C:4]([C:6]1([CH2:9][NH2:10])[CH2:8][CH2:7]1)=[O:5]. (3) Given the reactants [CH3:1][NH:2][C:3]1[CH:20]=[CH:19][C:6]2[N:7]([CH2:11][CH2:12][C:13]3[CH:14]=[N:15][CH:16]=[CH:17][CH:18]=3)[C:8]([NH2:10])=[N:9][C:5]=2[CH:4]=1.[C:21]([C:23]1[CH:24]=[C:25]([CH:29]=[CH:30][CH:31]=1)[C:26]([OH:28])=O)#[N:22].C1C=CC2N(O)N=NC=2C=1.C(Cl)CCl.C(N(CC)C(C)C)(C)C, predict the reaction product. The product is: [NH2:10][C:8]1[N:7]([CH2:11][CH2:12][C:13]2[CH:14]=[N:15][CH:16]=[CH:17][CH:18]=2)[C:6]2[CH:19]=[CH:20][C:3]([N:2]([CH3:1])[C:26](=[O:28])[C:25]3[CH:29]=[CH:30][CH:31]=[C:23]([C:21]#[N:22])[CH:24]=3)=[CH:4][C:5]=2[N:9]=1. (4) The product is: [CH2:27]([C:28]1[N:5]2[CH:6]=[CH:7][C:8]([N:9]3[CH2:10][CH2:11][CH:12]([C:15]4[CH:20]=[CH:19][CH:18]=[CH:17][CH:16]=4)[CH2:13][CH2:14]3)=[C:3]([C:1]#[N:2])[C:4]2=[N:21][N:22]=1)[CH3:26]. Given the reactants [C:1]([C:3]1[C:4]([NH:21][NH2:22])=[N:5][CH:6]=[CH:7][C:8]=1[N:9]1[CH2:14][CH2:13][CH:12]([C:15]2[CH:20]=[CH:19][CH:18]=[CH:17][CH:16]=2)[CH2:11][CH2:10]1)#[N:2].C(O[C:26](OCC)(OCC)[CH2:27][CH3:28])C, predict the reaction product. (5) Given the reactants [CH3:1][N:2]1[C:10]2[CH2:9][C@H:8]([CH3:11])[N:7](C(OC(C)(C)C)=O)[CH2:6][C:5]=2[C:4]([C:19]2[S:20][CH:21]=[CH:22][CH:23]=2)=[N:3]1.C(OCC)(=O)C, predict the reaction product. The product is: [CH3:1][N:2]1[C:10]2[CH2:9][C@H:8]([CH3:11])[NH:7][CH2:6][C:5]=2[C:4]([C:19]2[S:20][CH:21]=[CH:22][CH:23]=2)=[N:3]1. (6) Given the reactants [NH2:1][C:2]([NH2:4])=[S:3].Br[CH:6]([C:12](OCC)=[O:13])[C:7]([O:9][CH2:10][CH3:11])=[O:8], predict the reaction product. The product is: [NH2:1][C:2]1[S:3][C:6]([C:7]([O:9][CH2:10][CH3:11])=[O:8])=[C:12]([OH:13])[N:4]=1. (7) Given the reactants Cl.C(O[C:5]([C:7]1[CH:8]=[C:9]2[C:13](=[CH:14][CH:15]=1)[NH:12][N:11]=[C:10]2[C:16]1[CH:21]=[CH:20][C:19]([F:22])=[CH:18][CH:17]=1)=[NH:6])C.C([N:25](CC)CC)C.[C:30]([NH:35]N)(=O)[CH:31]([CH3:33])[CH3:32], predict the reaction product. The product is: [F:22][C:19]1[CH:20]=[CH:21][C:16]([C:10]2[C:9]3[C:13](=[CH:14][CH:15]=[C:7]([C:5]4[NH:25][C:30]([CH:31]([CH3:33])[CH3:32])=[N:35][N:6]=4)[CH:8]=3)[NH:12][N:11]=2)=[CH:17][CH:18]=1.